This data is from Full USPTO retrosynthesis dataset with 1.9M reactions from patents (1976-2016). The task is: Predict the reactants needed to synthesize the given product. (1) Given the product [O:4]=[C:3]([C:5]1[CH:10]=[CH:9][C:8]([CH3:11])=[CH:7][CH:6]=1)[CH2:2][N:23]1[C:12](=[O:22])[C:13]2[C:14](=[CH:18][CH:19]=[CH:20][CH:21]=2)[C:15]1=[O:16], predict the reactants needed to synthesize it. The reactants are: Br[CH2:2][C:3]([C:5]1[CH:10]=[CH:9][C:8]([CH3:11])=[CH:7][CH:6]=1)=[O:4].[C:12]([NH2:23])(=[O:22])[C:13]1[C:14](=[CH:18][CH:19]=[CH:20][CH:21]=1)[C:15](N)=[O:16].[K]. (2) Given the product [C:7]1([S:13]([CH:16]([C:17]2[O:18][C:19]([C:22]([F:24])([F:25])[F:23])=[N:20][N:21]=2)[CH:28]2[CH2:29][CH2:30][C:26](=[O:31])[CH2:27]2)(=[O:15])=[O:14])[CH:8]=[CH:9][CH:10]=[CH:11][CH:12]=1, predict the reactants needed to synthesize it. The reactants are: C([O-])([O-])=O.[Cs+].[Cs+].[C:7]1([S:13]([CH2:16][C:17]2[O:18][C:19]([C:22]([F:25])([F:24])[F:23])=[N:20][N:21]=2)(=[O:15])=[O:14])[CH:12]=[CH:11][CH:10]=[CH:9][CH:8]=1.[C:26]1(=[O:31])[CH2:30][CH2:29][CH:28]=[CH:27]1. (3) Given the product [CH:1]1([CH:7]([NH:28][C:29]2[CH:30]=[CH:31][C:32]([C:35]([N:37]([CH3:45])[CH2:38][CH2:39][C:40]([OH:42])=[O:41])=[O:36])=[CH:33][CH:34]=2)[C:9]2[C:10]([CH2:20][CH2:21][C:22]3[CH:27]=[CH:26][CH:25]=[CH:24][CH:23]=3)=[N:11][N:12]([C:14]3[CH:19]=[CH:18][CH:17]=[CH:16][CH:15]=3)[CH:13]=2)[CH2:6][CH2:5][CH2:4][CH2:3][CH2:2]1, predict the reactants needed to synthesize it. The reactants are: [CH:1]1([CH:7]([C:9]2[C:10]([CH2:20][CH2:21][C:22]3[CH:27]=[CH:26][CH:25]=[CH:24][CH:23]=3)=[N:11][N:12]([C:14]3[CH:19]=[CH:18][CH:17]=[CH:16][CH:15]=3)[CH:13]=2)O)[CH2:6][CH2:5][CH2:4][CH2:3][CH2:2]1.[NH2:28][C:29]1[CH:34]=[CH:33][C:32]([C:35]([N:37]([CH3:45])[CH2:38][CH2:39][C:40]([O:42]CC)=[O:41])=[O:36])=[CH:31][CH:30]=1.